From a dataset of Catalyst prediction with 721,799 reactions and 888 catalyst types from USPTO. Predict which catalyst facilitates the given reaction. (1) Reactant: Cl[C:2]1[C:3]2[C:4](=[CH:16][N:17](CC3C=CC(OC)=CC=3)[N:18]=2)[N:5]=[C:6]([C:8]2[C:13]([F:14])=[CH:12][CH:11]=[CH:10][C:9]=2[F:15])[N:7]=1.[CH3:28][N:29]1[CH2:34][CH2:33][N:32]([CH:35]2[CH2:40][CH2:39][N:38]([C:41]3[CH:47]=[CH:46][C:44]([NH2:45])=[CH:43][CH:42]=3)[CH2:37][CH2:36]2)[CH2:31][CH2:30]1.Cl. The catalyst class is: 71. Product: [F:14][C:13]1[CH:12]=[CH:11][CH:10]=[C:9]([F:15])[C:8]=1[C:6]1[N:7]=[C:2]([NH:45][C:44]2[CH:46]=[CH:47][C:41]([N:38]3[CH2:39][CH2:40][CH:35]([N:32]4[CH2:33][CH2:34][N:29]([CH3:28])[CH2:30][CH2:31]4)[CH2:36][CH2:37]3)=[CH:42][CH:43]=2)[C:3]2[NH:18][N:17]=[CH:16][C:4]=2[N:5]=1. (2) Reactant: [CH3:1][O:2][CH2:3][CH2:4][O:5][CH2:6][CH2:7][OH:8].[H-].[Na+].Br[CH2:12][C:13]#[N:14]. Product: [CH3:1][O:2][CH2:3][CH2:4][O:5][CH2:6][CH2:7][O:8][CH2:12][C:13]#[N:14]. The catalyst class is: 807. (3) Product: [CH3:1][C:2]1[S:6][C:5]([C:7]([O:9][CH3:10])=[O:8])=[CH:4][CH:3]=1. The catalyst class is: 9. Reactant: [CH3:1][C:2]1[S:6][C:5]([C:7]([OH:9])=[O:8])=[CH:4][CH:3]=1.[C:10](=O)([O-])[O-].[K+].[K+].CI.C(OCC)C. (4) Reactant: CC1(C)C(C)(C)OB([C:9]2[CH:14]=[CH:13][C:12]([CH:15]3[NH:19][C:18](=[O:20])[CH2:17][CH2:16]3)=[CH:11][CH:10]=2)O1.Cl[C:23]1[N:28]=[C:27]([NH:29][C:30]([C:32]2([C:35]3[CH:45]=[CH:44][C:38]4[O:39][C:40]([F:43])([F:42])[O:41][C:37]=4[CH:36]=3)[CH2:34][CH2:33]2)=[O:31])[CH:26]=[CH:25][C:24]=1[CH3:46].C([O-])([O-])=O.[Na+].[Na+]. Product: [F:43][C:40]1([F:42])[O:39][C:38]2[CH:44]=[CH:45][C:35]([C:32]3([C:30]([NH:29][C:27]4[CH:26]=[CH:25][C:24]([CH3:46])=[C:23]([C:9]5[CH:10]=[CH:11][C:12]([CH:15]6[CH2:16][CH2:17][C:18](=[O:20])[NH:19]6)=[CH:13][CH:14]=5)[N:28]=4)=[O:31])[CH2:34][CH2:33]3)=[CH:36][C:37]=2[O:41]1. The catalyst class is: 276. (5) Product: [NH2:24][C:4]1[C:5]([CH3:23])=[C:6]([CH:22]=[C:2]([Cl:1])[CH:3]=1)[CH2:7][N:8]1[CH2:13][CH2:12][N:11]([C:14]([O:16][C:17]([CH3:20])([CH3:19])[CH3:18])=[O:15])[C@@H:10]([CH3:21])[CH2:9]1. The catalyst class is: 180. Reactant: [Cl:1][C:2]1[CH:3]=[C:4]([N+:24]([O-])=O)[C:5]([CH3:23])=[C:6]([CH:22]=1)[CH2:7][N:8]1[CH2:13][CH2:12][N:11]([C:14]([O:16][C:17]([CH3:20])([CH3:19])[CH3:18])=[O:15])[C@@H:10]([CH3:21])[CH2:9]1.